Dataset: Reaction yield outcomes from USPTO patents with 853,638 reactions. Task: Predict the reaction yield, written as a fraction of the theoretical maximum amount of product (1.0 means a 100% yield; for example, 0.34 means a 34% yield). (1) The reactants are [Cl:1][C:2]1[C:3]([C:27]2[C:35]3[C:30](=[CH:31][CH:32]=[CH:33][CH:34]=3)[N:29]([CH3:36])[CH:28]=2)=[N:4][C:5]([NH:8][C:9]2[CH:14]=[C:13]([N+:15]([O-])=O)[C:12]([N:18]3[CH2:21][CH:20]([N:22]([CH3:24])[CH3:23])[CH2:19]3)=[CH:11][C:10]=2[O:25][CH3:26])=[N:6][CH:7]=1.[NH4+].[Cl-]. The catalyst is C(O)C.O.[Fe]. The product is [Cl:1][C:2]1[C:3]([C:27]2[C:35]3[C:30](=[CH:31][CH:32]=[CH:33][CH:34]=3)[N:29]([CH3:36])[CH:28]=2)=[N:4][C:5]([NH:8][C:9]2[C:10]([O:25][CH3:26])=[CH:11][C:12]([N:18]3[CH2:19][CH:20]([N:22]([CH3:24])[CH3:23])[CH2:21]3)=[C:13]([NH2:15])[CH:14]=2)=[N:6][CH:7]=1. The yield is 0.980. (2) The reactants are [NH2:1][CH2:2][C:3]1[N:8]=[C:7]([N:9]([CH2:17][C:18]([O:20][C:21]([CH3:24])([CH3:23])[CH3:22])=[O:19])[C:10]([O:12][C:13]([CH3:16])([CH3:15])[CH3:14])=[O:11])[CH:6]=[CH:5][CH:4]=1.[F:25][C:26]1[CH:31]=[CH:30][C:29]([S:32](Cl)(=[O:34])=[O:33])=[CH:28][CH:27]=1. No catalyst specified. The product is [C:13]([O:12][C:10]([N:9]([CH2:17][C:18]([O:20][C:21]([CH3:24])([CH3:23])[CH3:22])=[O:19])[C:7]1[CH:6]=[CH:5][CH:4]=[C:3]([CH2:2][NH:1][S:32]([C:29]2[CH:30]=[CH:31][C:26]([F:25])=[CH:27][CH:28]=2)(=[O:34])=[O:33])[N:8]=1)=[O:11])([CH3:16])([CH3:15])[CH3:14]. The yield is 0.480. (3) The reactants are [BH4-].[Na+].[CH2:3]([O:10][C:11]1[CH:16]=[CH:15][C:14]([C:17]2[CH:18]=[N:19][C:20]3[N:21]([N:29]=[CH:30][C:31]=3[CH:32]=[O:33])[C:22]=2[CH:23]2[CH2:28][CH2:27][CH2:26][CH2:25][CH2:24]2)=[CH:13][CH:12]=1)[C:4]1[CH:9]=[CH:8][CH:7]=[CH:6][CH:5]=1. The catalyst is CO.O1CCCC1. The product is [CH2:3]([O:10][C:11]1[CH:16]=[CH:15][C:14]([C:17]2[CH:18]=[N:19][C:20]3[N:21]([N:29]=[CH:30][C:31]=3[CH2:32][OH:33])[C:22]=2[CH:23]2[CH2:28][CH2:27][CH2:26][CH2:25][CH2:24]2)=[CH:13][CH:12]=1)[C:4]1[CH:9]=[CH:8][CH:7]=[CH:6][CH:5]=1. The yield is 0.470. (4) The reactants are [CH:1]([C:3]1[CH:11]=[C:10]2[C:6]([C:7]([C:12]#[N:13])=[N:8][NH:9]2)=[CH:5][CH:4]=1)=O.[NH:14]1[C:22]2[C:17](=[CH:18][CH:19]=[CH:20][CH:21]=2)[CH2:16][C:15]1=[O:23].N1CCCCC1. The catalyst is CCO. The product is [O:23]=[C:15]1[NH:14][C:22]2[C:17](/[C:16]/1=[CH:1]\[C:3]1[CH:11]=[C:10]3[C:6]([C:7]([C:12]#[N:13])=[N:8][NH:9]3)=[CH:5][CH:4]=1)=[CH:18][CH:19]=[CH:20][CH:21]=2. The yield is 0.820. (5) The reactants are [CH2:1]([C:3]1[C:8]([NH2:9])=[C:7]([CH3:10])[C:6]([NH2:11])=[C:5]([CH2:12][CH3:13])[CH:4]=1)[CH3:2].O. The catalyst is [Pt].C(C(C)=O)C. The product is [CH:1]([NH:11][C:6]1[C:5]([CH2:12][CH3:13])=[CH:4][C:3]([CH2:1][CH3:2])=[C:8]([NH:9][CH:5]([CH2:6][CH3:7])[CH3:12])[C:7]=1[CH3:10])([CH2:3][CH3:4])[CH3:2]. The yield is 0.888. (6) The reactants are [NH2:1][C:2]1[CH:10]=[CH:9][C:8]([Br:11])=[CH:7][C:3]=1[C:4]([OH:6])=[O:5].[C:12](Cl)(=O)[C:13]1[CH:18]=[CH:17][CH:16]=[CH:15][CH:14]=1. No catalyst specified. The product is [Br:11][C:8]1[CH:9]=[CH:10][C:2]2[N:1]=[C:12]([C:13]3[CH:18]=[CH:17][CH:16]=[CH:15][CH:14]=3)[O:5][C:4](=[O:6])[C:3]=2[CH:7]=1. The yield is 0.970. (7) The reactants are CS(O[CH2:6][C:7]1[CH:12]=[CH:11][C:10]([N+:13]([O-:15])=[O:14])=[CH:9][CH:8]=1)(=O)=O.[C:16]1(=[O:26])[NH:20][C:19](=[O:21])[C:18]2=[CH:22][CH:23]=[CH:24][CH:25]=[C:17]12.[K]. The catalyst is CN(C)C=O. The product is [N+:13]([C:10]1[CH:11]=[CH:12][C:7]([CH2:6][N:20]2[C:16](=[O:26])[C:17]3[C:18](=[CH:22][CH:23]=[CH:24][CH:25]=3)[C:19]2=[O:21])=[CH:8][CH:9]=1)([O-:15])=[O:14]. The yield is 0.600.